Dataset: Reaction yield outcomes from USPTO patents with 853,638 reactions. Task: Predict the reaction yield, written as a fraction of the theoretical maximum amount of product (1.0 means a 100% yield; for example, 0.34 means a 34% yield). (1) The reactants are Br[C:2]1[CH:3]=[CH:4][C:5]2[S:9][CH:8]=[N:7][C:6]=2[CH:10]=1.[B:11]1([B:11]2[O:15][C:14]([CH3:17])([CH3:16])[C:13]([CH3:19])([CH3:18])[O:12]2)[O:15][C:14]([CH3:17])([CH3:16])[C:13]([CH3:19])([CH3:18])[O:12]1.C([O-])(=O)C.[K+]. The catalyst is CS(C)=O. The product is [CH3:18][C:13]1([CH3:19])[C:14]([CH3:17])([CH3:16])[O:15][B:11]([C:2]2[CH:3]=[CH:4][C:5]3[S:9][CH:8]=[N:7][C:6]=3[CH:10]=2)[O:12]1. The yield is 0.380. (2) The reactants are Cl[C:2]1[C:14]2[N:13]=[C:12]3[N:7]([CH2:8][CH2:9][O:10][C:11]3([CH3:16])[CH3:15])[C:6]=2[N:5]=[C:4]([Cl:17])[N:3]=1.[C@H:18]12[CH2:24][C@H:21]([NH:22][CH2:23]1)[CH2:20][O:19]2.C(N(CC)CC)C. No catalyst specified. The product is [Cl:17][C:4]1[N:3]=[C:2]([N:22]2[CH2:23][C@@H:18]3[CH2:24][C@H:21]2[CH2:20][O:19]3)[C:14]2[N:13]=[C:12]3[N:7]([C:6]=2[N:5]=1)[CH2:8][CH2:9][O:10][C:11]3([CH3:16])[CH3:15]. The yield is 0.980. (3) The catalyst is C(O)C. The reactants are C([O:4][C:5]1[CH:14]=[C:13]2[C:8]([CH:9]([C:27]3[CH:28]=[N:29][C:30]4[C:35]([CH:36]=3)=[CH:34][CH:33]=[CH:32][CH:31]=4)[C:10]([C:22]([O:24][CH2:25][CH3:26])=[O:23])=[C:11]([N:15](C(=O)C)[C:16](=[O:18])[CH3:17])[O:12]2)=[CH:7][CH:6]=1)(=O)C.O.NN. The yield is 0.290. The product is [C:16]([NH:15][C:11]1[O:12][C:13]2[C:8]([CH:9]([C:27]3[CH:28]=[N:29][C:30]4[C:35]([CH:36]=3)=[CH:34][CH:33]=[CH:32][CH:31]=4)[C:10]=1[C:22]([O:24][CH2:25][CH3:26])=[O:23])=[CH:7][CH:6]=[C:5]([OH:4])[CH:14]=2)(=[O:18])[CH3:17]. (4) The reactants are C[O:2][C:3](=[O:31])[C:4]1[CH:9]=[CH:8][C:7]([C:10]2[CH:11]=[N:12][C:13]([NH2:30])=[C:14]([O:16][CH:17]([C:19]3[CH:24]=[CH:23][CH:22]=[C:21]([F:25])[C:20]=3[C:26]([F:29])([F:28])[F:27])[CH3:18])[CH:15]=2)=[CH:6][CH:5]=1.O.[Li+].[OH-]. The catalyst is CC(O)C.CCOC(C)=O. The product is [NH2:30][C:13]1[N:12]=[CH:11][C:10]([C:7]2[CH:8]=[CH:9][C:4]([C:3]([OH:31])=[O:2])=[CH:5][CH:6]=2)=[CH:15][C:14]=1[O:16][CH:17]([C:19]1[CH:24]=[CH:23][CH:22]=[C:21]([F:25])[C:20]=1[C:26]([F:29])([F:28])[F:27])[CH3:18]. The yield is 0.880. (5) The reactants are [CH:1]1([CH:7]([C:9]2[C:10]([CH2:24][CH2:25][CH3:26])=[N:11][N:12]([C:14]3[CH:19]=[CH:18][C:17]([C:20]([F:23])([F:22])[F:21])=[CH:16][N:15]=3)[CH:13]=2)O)[CH2:6][CH2:5][CH2:4][CH2:3][CH2:2]1.[NH2:27][C:28]1[CH:33]=[CH:32][C:31]([C:34]([N:36]([CH3:44])[CH2:37][CH2:38][C:39]([O:41]CC)=[O:40])=[O:35])=[CH:30][CH:29]=1. No catalyst specified. The product is [CH:1]1([CH:7]([NH:27][C:28]2[CH:29]=[CH:30][C:31]([C:34]([N:36]([CH3:44])[CH2:37][CH2:38][C:39]([OH:41])=[O:40])=[O:35])=[CH:32][CH:33]=2)[C:9]2[C:10]([CH2:24][CH2:25][CH3:26])=[N:11][N:12]([C:14]3[CH:19]=[CH:18][C:17]([C:20]([F:23])([F:22])[F:21])=[CH:16][N:15]=3)[CH:13]=2)[CH2:6][CH2:5][CH2:4][CH2:3][CH2:2]1. The yield is 0.340. (6) The reactants are C[O:2][C:3]1[CH:4]=[C:5]2[C:10](=[CH:11][CH:12]=1)[C:9]([O:13][C:14]1[CH:19]=[CH:18][C:17](/[CH:20]=[CH:21]/[C:22]([OH:24])=[O:23])=[CH:16][CH:15]=1)=[C:8]([C:25]1[CH:30]=[CH:29][CH:28]=[CH:27][CH:26]=1)[C:7]([CH2:31][CH2:32][CH3:33])=[CH:6]2.B(Br)(Br)Br. The catalyst is C(Cl)Cl. The product is [OH:2][C:3]1[CH:4]=[C:5]2[C:10](=[CH:11][CH:12]=1)[C:9]([O:13][C:14]1[CH:15]=[CH:16][C:17](/[CH:20]=[CH:21]/[C:22]([OH:24])=[O:23])=[CH:18][CH:19]=1)=[C:8]([C:25]1[CH:26]=[CH:27][CH:28]=[CH:29][CH:30]=1)[C:7]([CH2:31][CH2:32][CH3:33])=[CH:6]2. The yield is 0.660.